From a dataset of Reaction yield outcomes from USPTO patents with 853,638 reactions. Predict the reaction yield, written as a fraction of the theoretical maximum amount of product (1.0 means a 100% yield; for example, 0.34 means a 34% yield). (1) The reactants are [F:1][C:2]([F:15])([CH:6]([O:9][C:10](=[O:14])[C:11]([CH3:13])=[CH2:12])[CH2:7][CH3:8])[C:3]([OH:5])=[O:4].[CH:16]1(N=C=N[CH:16]2[CH2:21][CH2:20][CH2:19][CH2:18][CH2:17]2)[CH2:21][CH2:20][CH2:19][CH2:18][CH2:17]1.C1(O)C=CC=CC=1.Cl. The catalyst is ClCCl.CN(C1C=CN=CC=1)C. The product is [C:16]1([O:4][C:3](=[O:5])[C:2]([F:15])([F:1])[CH:6]([O:9][C:10](=[O:14])[C:11]([CH3:13])=[CH2:12])[CH2:7][CH3:8])[CH:21]=[CH:20][CH:19]=[CH:18][CH:17]=1. The yield is 0.580. (2) The reactants are Cl[C:2]1[N:3]=[C:4]([O:11][C:12]2[CH:17]=[CH:16][CH:15]=[C:14]([N+:18]([O-:20])=[O:19])[CH:13]=2)[C:5]2[S:10][CH:9]=[CH:8][C:6]=2[N:7]=1.[CH3:21][N:22]1[CH2:27][CH2:26][N:25]([C:28]2[CH:29]=[CH:30][C:31]([NH2:34])=[N:32][CH:33]=2)[CH2:24][CH2:23]1.C(=O)([O-])[O-].[Cs+].[Cs+]. The catalyst is O1CCOCC1.C1C=CC(/C=C/C(/C=C/C2C=CC=CC=2)=O)=CC=1.C1C=CC(/C=C/C(/C=C/C2C=CC=CC=2)=O)=CC=1.[Pd]. The product is [CH3:21][N:22]1[CH2:27][CH2:26][N:25]([C:28]2[CH:29]=[CH:30][C:31]([NH:34][C:2]3[N:3]=[C:4]([O:11][C:12]4[CH:17]=[CH:16][CH:15]=[C:14]([N+:18]([O-:20])=[O:19])[CH:13]=4)[C:5]4[S:10][CH:9]=[CH:8][C:6]=4[N:7]=3)=[N:32][CH:33]=2)[CH2:24][CH2:23]1. The yield is 0.700. (3) The reactants are [NH2:1][C:2]1[S:6][N:5]=[C:4]([CH3:7])[C:3]=1[C:8]([NH:10][C:11]1[CH:16]=[CH:15][C:14]([Cl:17])=[C:13]([F:18])[CH:12]=1)=[O:9].Br[C:20]1[N:25]=[CH:24][C:23]([C:26]#[N:27])=[CH:22][CH:21]=1.C(=O)([O-])[O-].[Cs+].[Cs+].CC1(C)C2C(=C(P(C3C=CC=CC=3)C3C=CC=CC=3)C=CC=2)OC2C(P(C3C=CC=CC=3)C3C=CC=CC=3)=CC=CC1=2. The catalyst is O1CCOCC1.CN(C=O)C.C([O-])(=O)C.[Pd+2].C([O-])(=O)C. The product is [Cl:17][C:14]1[CH:15]=[CH:16][C:11]([NH:10][C:8]([C:3]2[C:4]([CH3:7])=[N:5][S:6][C:2]=2[NH:1][C:20]2[CH:21]=[CH:22][C:23]([C:26]#[N:27])=[CH:24][N:25]=2)=[O:9])=[CH:12][C:13]=1[F:18]. The yield is 0.0900. (4) The reactants are [I:1][C:2]1[CH:17]=[CH:16][C:5]2[NH:6][C:7]([CH2:12][C:13](O)=[O:14])=[N:8][S:9](=[O:11])(=[O:10])[C:4]=2[CH:3]=1.C([O:21][C:22]([C:24]1[N:25]([NH:29][CH2:30][C:31]2[CH:36]=[CH:35][C:34]([F:37])=[CH:33][CH:32]=2)[CH:26]=[CH:27][CH:28]=1)=O)C=C.[O-]CC.[Na+].C(O)C. The catalyst is ClCCl.CO.CN(C)C=O. The product is [F:37][C:34]1[CH:33]=[CH:32][C:31]([CH2:30][N:29]2[C:13](=[O:14])[C:12]([C:7]3[NH:6][C:5]4[CH:16]=[CH:17][C:2]([I:1])=[CH:3][C:4]=4[S:9](=[O:11])(=[O:10])[N:8]=3)=[C:22]([OH:21])[C:24]3=[CH:28][CH:27]=[CH:26][N:25]23)=[CH:36][CH:35]=1. The yield is 0.640.